Dataset: Catalyst prediction with 721,799 reactions and 888 catalyst types from USPTO. Task: Predict which catalyst facilitates the given reaction. (1) Reactant: [CH2:1]([O:8][C:9]1[CH:14]=[CH:13][C:12]([OH:15])=[CH:11][CH:10]=1)[C:2]1[CH:7]=[CH:6][CH:5]=[CH:4][CH:3]=1.[N+]([C:19]1[CH:20]=[C:21]([C:27]#[N:28])[C:22](=[CH:25][CH:26]=1)[C:23]#[N:24])([O-])=O.C(=O)([O-])[O-].[K+].[K+]. Product: [CH2:1]([O:8][C:9]1[CH:10]=[CH:11][C:12]([O:15][C:19]2[CH:20]=[C:21]([C:27]#[N:28])[C:22](=[CH:25][CH:26]=2)[C:23]#[N:24])=[CH:13][CH:14]=1)[C:2]1[CH:3]=[CH:4][CH:5]=[CH:6][CH:7]=1. The catalyst class is: 21. (2) Reactant: Br[C:2]1[CH:9]=[CH:8][CH:7]=[CH:6][C:3]=1[CH:4]=[O:5].[CH3:10][S:11][C:12]1[CH:17]=[CH:16][C:15](B(O)O)=[CH:14][CH:13]=1.C(=O)([O-])[O-].[Na+].[Na+].C(O)C. Product: [CH3:10][S:11][C:12]1[CH:17]=[CH:16][C:15]([C:2]2[CH:9]=[CH:8][CH:7]=[CH:6][C:3]=2[CH:4]=[O:5])=[CH:14][CH:13]=1. The catalyst class is: 93. (3) Reactant: [CH2:1]([O:3][C:4](=[O:12])[C:5]1[CH:10]=[CH:9][CH:8]=[N:7][C:6]=1[NH2:11])[CH3:2].Cl[CH2:14][CH:15]=O.C([O-])(O)=O.[Na+]. Product: [CH2:1]([O:3][C:4]([C:5]1[C:6]2[N:7]([CH:14]=[CH:15][N:11]=2)[CH:8]=[CH:9][CH:10]=1)=[O:12])[CH3:2]. The catalyst class is: 14. (4) Reactant: [OH:1][C@@:2]1([C:9]#[C:10][C:11]2[CH:12]=[C:13]([N:17]3[C:21]4[O:22][CH2:23][CH2:24][CH2:25][C:20]=4[C:19]([C:26]([O:28]CC)=O)=[N:18]3)[CH:14]=[CH:15][CH:16]=2)[CH2:6][CH2:5][N:4]([CH3:7])[C:3]1=[O:8].[NH3:31]. Product: [OH:1][C@@:2]1([C:9]#[C:10][C:11]2[CH:12]=[C:13]([N:17]3[C:21]4[O:22][CH2:23][CH2:24][CH2:25][C:20]=4[C:19]([C:26]([NH2:31])=[O:28])=[N:18]3)[CH:14]=[CH:15][CH:16]=2)[CH2:6][CH2:5][N:4]([CH3:7])[C:3]1=[O:8]. The catalyst class is: 5. (5) Reactant: Br[C:2]1[C:10]2[C:9]([Cl:11])=[N:8][CH:7]=[N:6][C:5]=2[NH:4][CH:3]=1.[Li][CH2:13][CH2:14][CH2:15]C.C(I)CCC. Product: [Cl:11][C:9]1[C:10]2[C:2]([CH2:13][CH2:14][CH3:15])=[CH:3][NH:4][C:5]=2[N:6]=[CH:7][N:8]=1. The catalyst class is: 1. (6) The catalyst class is: 5. Product: [CH2:11]([OH:12])[C@H:9]([C@H:7]([C@@H:5]([C@@H:3]([CH2:2][OH:1])[OH:4])[OH:6])[OH:8])[OH:10]. Reactant: [O:1]=[CH:2][C@H:3]([C@H:5]([C@@H:7]([C@@H:9]([CH2:11][OH:12])[OH:10])[OH:8])[OH:6])[OH:4].[BH4-].[Na+].C(OCC)(=O)C. (7) Reactant: [CH3:1][O:2][C:3]([C:5]1[CH:6]=[C:7]2[C:11](=[CH:12][CH:13]=1)[NH:10][CH:9]=[CH:8]2)=[O:4].[CH3:14][C:15]([O:18][C:19](O[C:19]([O:18][C:15]([CH3:17])([CH3:16])[CH3:14])=[O:20])=[O:20])([CH3:17])[CH3:16]. Product: [C:15]([O:18][C:19]([N:10]1[C:11]2[C:7](=[CH:6][C:5]([C:3]([O:2][CH3:1])=[O:4])=[CH:13][CH:12]=2)[CH:8]=[CH:9]1)=[O:20])([CH3:17])([CH3:16])[CH3:14]. The catalyst class is: 230.